Dataset: Reaction yield outcomes from USPTO patents with 853,638 reactions. Task: Predict the reaction yield, written as a fraction of the theoretical maximum amount of product (1.0 means a 100% yield; for example, 0.34 means a 34% yield). (1) The reactants are FC(F)(F)C([N:5]([C@@H:13]1[CH2:15][C@H:14]1[C:16]1[CH:21]=[CH:20][CH:19]=[CH:18][CH:17]=1)[CH2:6][CH:7]1[CH2:12][CH2:11][NH:10][CH2:9][CH2:8]1)=O.C(=O)([O-])[O-].[K+].[K+].Br[CH2:31][CH2:32][C:33]([O:35]C(C)(C)C)=[O:34]. The catalyst is C(#N)C. The product is [C:16]1([C@@H:14]2[CH2:15][C@H:13]2[NH:5][CH2:6][CH:7]2[CH2:8][CH2:9][N:10]([CH2:31][CH2:32][C:33]([OH:35])=[O:34])[CH2:11][CH2:12]2)[CH:17]=[CH:18][CH:19]=[CH:20][CH:21]=1. The yield is 0.385. (2) The reactants are [C:1]([C:3]1[CH:4]=[C:5]([NH:9][C:10]2[C:19]3[C:14](=[CH:15][C:16](F)=[C:17]([N+:20]([O-:22])=[O:21])[CH:18]=3)[N:13]=[CH:12][N:11]=2)[CH:6]=[CH:7][CH:8]=1)#[CH:2].[CH3:24][O-:25].[Na+].O.Cl. The catalyst is CO. The product is [C:1]([C:3]1[CH:4]=[C:5]([NH:9][C:10]2[C:19]3[C:14](=[CH:15][C:16]([O:25][CH3:24])=[C:17]([N+:20]([O-:22])=[O:21])[CH:18]=3)[N:13]=[CH:12][N:11]=2)[CH:6]=[CH:7][CH:8]=1)#[CH:2]. The yield is 0.476. (3) The reactants are [CH:1]1([NH2:6])[CH2:5][CH2:4][CH2:3][CH2:2]1.[C:7]([O:11][CH3:12])(=[O:10])[CH:8]=[CH2:9]. The catalyst is CO. The product is [CH3:12][O:11][C:7](=[O:10])[CH2:8][CH2:9][NH:6][CH:1]1[CH2:5][CH2:4][CH2:3][CH2:2]1. The yield is 0.640. (4) The reactants are [F:1][C:2]1[CH:7]=[CH:6][C:5]([C:8]2[O:9][C:10]3[CH:20]=[CH:19][C:18]([C:21]4[CH:22]=[C:23]([CH:27]=[CH:28][CH:29]=4)[C:24](O)=[O:25])=[CH:17][C:11]=3[C:12]=2[C:13](=[O:16])[NH:14][CH3:15])=[CH:4][CH:3]=1.CCN=C=NCCCN(C)C.Cl.[C:42]1([S:48]([NH2:51])(=[O:50])=[O:49])[CH:47]=[CH:46][CH:45]=[CH:44][CH:43]=1.ClCCCl. The catalyst is CN(C1C=CN=CC=1)C.CN(C=O)C. The product is [F:1][C:2]1[CH:7]=[CH:6][C:5]([C:8]2[O:9][C:10]3[CH:20]=[CH:19][C:18]([C:21]4[CH:29]=[CH:28][CH:27]=[C:23]([C:24](=[O:25])[NH:51][S:48]([C:42]5[CH:47]=[CH:46][CH:45]=[CH:44][CH:43]=5)(=[O:50])=[O:49])[CH:22]=4)=[CH:17][C:11]=3[C:12]=2[C:13]([NH:14][CH3:15])=[O:16])=[CH:4][CH:3]=1. The yield is 0.670. (5) The reactants are [CH2:1]([O:8][C:9]([N:11]([CH2:13][CH:14]=O)[CH3:12])=[O:10])[C:2]1[CH:7]=[CH:6][CH:5]=[CH:4][CH:3]=1.[NH:16]1[CH2:21][CH2:20][C:19](=[CH:22][C:23]([O:25][CH2:26][CH3:27])=[O:24])[CH2:18][CH2:17]1.[BH3-]C#N.[Na+]. The catalyst is CO.CC(O)=O. The product is [CH2:1]([O:8][C:9]([N:11]([CH2:13][CH2:14][N:16]1[CH2:21][CH2:20][C:19](=[CH:22][C:23]([O:25][CH2:26][CH3:27])=[O:24])[CH2:18][CH2:17]1)[CH3:12])=[O:10])[C:2]1[CH:3]=[CH:4][CH:5]=[CH:6][CH:7]=1. The yield is 0.470.